This data is from Full USPTO retrosynthesis dataset with 1.9M reactions from patents (1976-2016). The task is: Predict the reactants needed to synthesize the given product. (1) Given the product [NH2:21][C:14]1[CH:15]=[C:16]([C:17]([F:18])([F:20])[F:19])[C:11]2[N:5]([CH2:4][C:3]3[CH:23]=[CH:24][CH:25]=[CH:26][C:2]=3[Cl:1])[C:6](=[O:10])[NH:22][C:12]=2[CH:13]=1, predict the reactants needed to synthesize it. The reactants are: [Cl:1][C:2]1[CH:26]=[CH:25][CH:24]=[CH:23][C:3]=1[CH2:4][N:5]([C:11]1[C:16]([C:17]([F:20])([F:19])[F:18])=[CH:15][C:14]([NH2:21])=[CH:13][C:12]=1[NH2:22])[C:6](=[O:10])OCC.[H-].[Na+].C(=O)(O)[O-].[Na+]. (2) Given the product [S:1]1[C:5]2[CH2:6][CH2:7][CH2:8][C:9](=[N:12][OH:13])[C:4]=2[CH:3]=[CH:2]1, predict the reactants needed to synthesize it. The reactants are: [S:1]1[C:5]2[CH2:6][CH2:7][CH2:8][C:9](=O)[C:4]=2[CH:3]=[CH:2]1.Cl.[NH2:12][OH:13]. (3) Given the product [NH2:1][C:24]1[C:21]2[C:22](=[O:23])[N:16]([C:13]3[CH:14]=[CH:15][C:10]([O:9][CH2:2][C:3]4[CH:8]=[CH:7][CH:6]=[CH:5][CH:4]=4)=[C:11]([F:30])[CH:12]=3)[CH2:17][C@@H:18]([CH3:29])[O:19][C:20]=2[N:27]=[CH:26][N:25]=1, predict the reactants needed to synthesize it. The reactants are: [NH3:1].[CH2:2]([O:9][C:10]1[CH:15]=[CH:14][C:13]([N:16]2[C:22](=[O:23])[C:21]3[C:24](Cl)=[N:25][CH:26]=[N:27][C:20]=3[O:19][C@H:18]([CH3:29])[CH2:17]2)=[CH:12][C:11]=1[F:30])[C:3]1[CH:8]=[CH:7][CH:6]=[CH:5][CH:4]=1. (4) Given the product [NH2:8][CH2:9][CH2:10][N:11]1[CH2:15][CH:14]([C:16]2[CH:21]=[CH:20][CH:19]=[CH:18][CH:17]=2)[C:13]([C:22]2[CH:23]=[CH:24][C:25]([Cl:28])=[CH:26][CH:27]=2)=[N:12]1, predict the reactants needed to synthesize it. The reactants are: C(OC([NH:8][CH2:9][CH2:10][N:11]1[CH2:15][CH:14]([C:16]2[CH:21]=[CH:20][CH:19]=[CH:18][CH:17]=2)[C:13]([C:22]2[CH:27]=[CH:26][C:25]([Cl:28])=[CH:24][CH:23]=2)=[N:12]1)=O)(C)(C)C.FC(F)(F)C(O)=O. (5) Given the product [F:21][C:2]1([F:1])[CH2:6][NH:5][C@H:4]([CH2:14][C:15](=[O:20])[CH:16]=[C:17]([CH3:18])[CH3:19])[CH2:3]1, predict the reactants needed to synthesize it. The reactants are: [F:1][C:2]1([F:21])[CH2:6][N:5](C(OC(C)(C)C)=O)[C@H:4]([CH2:14][C:15](=[O:20])[CH:16]=[C:17]([CH3:19])[CH3:18])[CH2:3]1. (6) Given the product [F:45][C:12]1[CH:11]=[C:10]([NH:9][C:4]([N:54]2[CH2:55][CH2:56][N:52]([C:46]3[CH:51]=[CH:50][CH:49]=[CH:48][CH:47]=3)[C:53]2=[S:57])=[O:3])[CH:44]=[CH:43][C:13]=1[O:14][C:15]1[CH:20]=[CH:19][N:18]=[C:17]2[CH:21]=[C:22]([C:24]3[N:29]=[CH:28][C:27]([CH2:30][N:31]([CH2:39][CH2:40][O:41][CH3:42])[C:32](=[O:38])[O:33][C:34]([CH3:37])([CH3:36])[CH3:35])=[CH:26][CH:25]=3)[S:23][C:16]=12, predict the reactants needed to synthesize it. The reactants are: O=C(Cl)[O:3][C:4](Cl)(Cl)Cl.[NH2:9][C:10]1[CH:44]=[CH:43][C:13]([O:14][C:15]2[CH:20]=[CH:19][N:18]=[C:17]3[CH:21]=[C:22]([C:24]4[N:29]=[CH:28][C:27]([CH2:30][N:31]([CH2:39][CH2:40][O:41][CH3:42])[C:32](=[O:38])[O:33][C:34]([CH3:37])([CH3:36])[CH3:35])=[CH:26][CH:25]=4)[S:23][C:16]=23)=[C:12]([F:45])[CH:11]=1.[C:46]1([N:52]2[CH2:56][CH2:55][NH:54][C:53]2=[S:57])[CH:51]=[CH:50][CH:49]=[CH:48][CH:47]=1.[H-].[Na+].